Dataset: Peptide-MHC class II binding affinity with 134,281 pairs from IEDB. Task: Regression. Given a peptide amino acid sequence and an MHC pseudo amino acid sequence, predict their binding affinity value. This is MHC class II binding data. (1) The peptide sequence is FVHLGHRDNIEDDLL. The MHC is DRB1_0301 with pseudo-sequence DRB1_0301. The binding affinity (normalized) is 0.192. (2) The peptide sequence is VNPIEGEPYVQGQLD. The MHC is DRB1_0301 with pseudo-sequence DRB1_0301. The binding affinity (normalized) is 0.224.